Dataset: Full USPTO retrosynthesis dataset with 1.9M reactions from patents (1976-2016). Task: Predict the reactants needed to synthesize the given product. (1) Given the product [ClH:1].[Cl:1][C:2]1[CH:3]=[C:4]([CH:25]=[CH:26][CH:27]=1)[O:5][CH2:6][C:7]([NH:9][CH:10]1[CH2:15][CH2:14][C:13]([N:22]([CH3:24])[CH3:23])([C:16]2[CH:17]=[CH:18][CH:19]=[CH:20][CH:21]=2)[CH2:12][CH2:11]1)=[O:8], predict the reactants needed to synthesize it. The reactants are: [Cl:1][C:2]1[CH:3]=[C:4]([CH:25]=[CH:26][CH:27]=1)[O:5][CH2:6][C:7]([NH:9][CH:10]1[CH2:15][CH2:14][C:13]([N:22]([CH3:24])[CH3:23])([C:16]2[CH:21]=[CH:20][CH:19]=[CH:18][CH:17]=2)[CH2:12][CH2:11]1)=[O:8].O.Cl[Si](C)(C)C. (2) Given the product [Br:3][C:4]1[S:14][C:7]2[C:8]([CH3:12])([CH3:13])[N:9]([CH2:17][CH2:18][N:19]3[CH2:24][CH2:23][O:22][CH2:21][CH2:20]3)[C:10](=[O:11])[C:6]=2[CH:5]=1, predict the reactants needed to synthesize it. The reactants are: [OH-].[Na+].[Br:3][C:4]1[S:14][C:7]2[C:8]([CH3:13])([CH3:12])[NH:9][C:10](=[O:11])[C:6]=2[CH:5]=1.Cl.Cl[CH2:17][CH2:18][N:19]1[CH2:24][CH2:23][O:22][CH2:21][CH2:20]1.